Predict the reaction yield, written as a fraction of the theoretical maximum amount of product (1.0 means a 100% yield; for example, 0.34 means a 34% yield). From a dataset of Reaction yield outcomes from USPTO patents with 853,638 reactions. The reactants are [CH:1]1([CH2:7][C@H:8]([N:12]2[CH2:16][C:15]([O:17][CH3:18])=[CH:14][C:13]2=[O:19])[C:9]([OH:11])=O)[CH2:6][CH2:5][CH2:4][CH2:3][CH2:2]1.[NH2:20][C:21]1[CH:25]=[CH:24][N:23]([CH2:26][C:27]([CH3:30])([OH:29])[CH3:28])[N:22]=1.F[P-](F)(F)(F)(F)F.N1(O[P+](N(C)C)(N(C)C)N(C)C)C2C=CC=CC=2N=N1.C(N(CC)CC)C. The catalyst is ClCCl. The product is [CH:1]1([CH2:7][C@H:8]([N:12]2[CH2:16][C:15]([O:17][CH3:18])=[CH:14][C:13]2=[O:19])[C:9]([NH:20][C:21]2[CH:25]=[CH:24][N:23]([CH2:26][C:27]([OH:29])([CH3:28])[CH3:30])[N:22]=2)=[O:11])[CH2:2][CH2:3][CH2:4][CH2:5][CH2:6]1. The yield is 0.510.